From a dataset of Full USPTO retrosynthesis dataset with 1.9M reactions from patents (1976-2016). Predict the reactants needed to synthesize the given product. (1) Given the product [OH:15][C:16]1[C:21]([Cl:22])=[C:20]([CH3:23])[C:19]([C:24]([F:27])([F:25])[F:26])=[CH:18][N:17]=1, predict the reactants needed to synthesize it. The reactants are: C[Si](Cl)(C)C.[I-].[Na+].C([O:15][C:16]1[C:21]([Cl:22])=[C:20]([CH3:23])[C:19]([C:24]([F:27])([F:26])[F:25])=[CH:18][N:17]=1)C1C=CC=CC=1. (2) Given the product [Br:1][C:2]1[CH:3]=[C:4]([CH2:15][C:14]([OH:17])=[O:16])[CH:5]=[C:6]([OH:8])[CH:7]=1, predict the reactants needed to synthesize it. The reactants are: [Br:1][C:2]1[CH:3]=[C:4](CC#N)[CH:5]=[C:6]([O:8]C)[CH:7]=1.Br.[C:14]([OH:17])(=[O:16])[CH3:15]. (3) Given the product [Cl:1][C:2]1[N:7]=[C:6]([CH2:8][CH3:9])[N:5]=[C:4]([OH:10])[C:3]=1[I:14], predict the reactants needed to synthesize it. The reactants are: [Cl:1][C:2]1[N:7]=[C:6]([CH2:8][CH3:9])[N:5]=[C:4]([OH:10])[CH:3]=1.[OH-].[Na+].O.[I:14]I. (4) The reactants are: [CH:1]12[CH2:10][CH:5]3[CH2:6][CH:7]([CH2:9][CH:3]([CH2:4]3)[CH:2]1[NH:11][C:12](=[O:20])[C:13]1[CH:18]=[CH:17][CH:16]=[C:15](Br)[N:14]=1)[CH2:8]2.[CH3:21][O:22][C:23]1[CH:28]=[CH:27][C:26]([N:29]2[CH2:34][CH2:33][NH:32][CH2:31][CH2:30]2)=[CH:25][CH:24]=1.CC(C)([O-])C.[Na+]. Given the product [CH:1]12[CH2:10][CH:5]3[CH2:6][CH:7]([CH2:9][CH:3]([CH2:4]3)[CH:2]1[NH:11][C:12](=[O:20])[C:13]1[CH:18]=[CH:17][CH:16]=[C:15]([N:32]3[CH2:31][CH2:30][N:29]([C:26]4[CH:25]=[CH:24][C:23]([O:22][CH3:21])=[CH:28][CH:27]=4)[CH2:34][CH2:33]3)[N:14]=1)[CH2:8]2, predict the reactants needed to synthesize it. (5) Given the product [NH2:18][C:19]1[CH:28]=[C:27]2[C:22]([CH:23]=[CH:24][C:25]([C:29]([NH:31][C:32]3[CH:33]=[C:34]([CH:39]=[CH:40][CH:41]=3)[C:35]([O:37][CH3:38])=[O:36])=[O:30])=[CH:26]2)=[CH:21][CH:20]=1, predict the reactants needed to synthesize it. The reactants are: C1C2C(COC([NH:18][C:19]3[CH:28]=[C:27]4[C:22]([CH:23]=[CH:24][C:25]([C:29]([NH:31][C:32]5[CH:33]=[C:34]([CH:39]=[CH:40][CH:41]=5)[C:35]([O:37][CH3:38])=[O:36])=[O:30])=[CH:26]4)=[CH:21][CH:20]=3)=O)C3C(=CC=CC=3)C=2C=CC=1.ClCCl.N1CCCCC1. (6) Given the product [Cl:18][C:6]1[CH:5]=[C:4]([C:19]2[N:23]=[C:22]([C:24]([NH:35][CH2:34][C:33]3[CH:36]=[CH:37][C:30]([OH:29])=[CH:31][CH:32]=3)=[O:25])[O:21][N:20]=2)[CH:3]=[C:2]([Cl:1])[C:7]=1[O:8][CH2:9][C:10]1[CH:11]=[CH:12][C:13]([O:16][CH3:17])=[CH:14][CH:15]=1, predict the reactants needed to synthesize it. The reactants are: [Cl:1][C:2]1[CH:3]=[C:4]([C:19]2[N:23]=[C:22]([C:24](OCC)=[O:25])[O:21][N:20]=2)[CH:5]=[C:6]([Cl:18])[C:7]=1[O:8][CH2:9][C:10]1[CH:15]=[CH:14][C:13]([O:16][CH3:17])=[CH:12][CH:11]=1.[OH:29][C:30]1[CH:37]=[CH:36][C:33]([CH2:34][NH2:35])=[CH:32][CH:31]=1. (7) Given the product [CH3:34][C:27]1[CH:32]=[C:31]([C:9]2[CH:10]=[C:11]3[C:15](=[CH:16][CH:17]=2)[CH2:14][C@H:13]([NH:18][S:19]([CH:22]([CH3:23])[CH3:24])(=[O:20])=[O:21])[CH2:12]3)[CH:30]=[N:29][CH:28]=1, predict the reactants needed to synthesize it. The reactants are: CC1(C)C(C)(C)OB([C:9]2[CH:10]=[C:11]3[C:15](=[CH:16][CH:17]=2)[CH2:14][C@H:13]([NH:18][S:19]([CH:22]([CH3:24])[CH3:23])(=[O:21])=[O:20])[CH2:12]3)O1.Br[C:27]1[CH:28]=[N:29][CH:30]=[C:31](F)[CH:32]=1.[C:34]([O-])([O-])=O.[Na+].[Na+].